This data is from Forward reaction prediction with 1.9M reactions from USPTO patents (1976-2016). The task is: Predict the product of the given reaction. Given the reactants [C:1]([C:3]1([CH2:9][C:10]2[CH:19]=[CH:18][C:13]([C:14]([O:16][CH3:17])=[O:15])=[CH:12][CH:11]=2)[CH2:8][CH2:7][NH:6][CH2:5][CH2:4]1)#[N:2].C(N(C(C)C)CC)(C)C.Br[CH2:30][C:31]([NH:33][C:34]1[CH:39]=[CH:38][C:37]([O:40][C:41]2[CH:46]=[CH:45][CH:44]=[CH:43][CH:42]=2)=[CH:36][CH:35]=1)=[O:32], predict the reaction product. The product is: [C:1]([C:3]1([CH2:9][C:10]2[CH:11]=[CH:12][C:13]([C:14]([O:16][CH3:17])=[O:15])=[CH:18][CH:19]=2)[CH2:8][CH2:7][N:6]([CH2:30][C:31](=[O:32])[NH:33][C:34]2[CH:39]=[CH:38][C:37]([O:40][C:41]3[CH:42]=[CH:43][CH:44]=[CH:45][CH:46]=3)=[CH:36][CH:35]=2)[CH2:5][CH2:4]1)#[N:2].